Predict the reaction yield, written as a fraction of the theoretical maximum amount of product (1.0 means a 100% yield; for example, 0.34 means a 34% yield). From a dataset of Reaction yield outcomes from USPTO patents with 853,638 reactions. (1) The reactants are [CH2:1]([O:8][CH2:9][CH2:10][CH2:11][C@@H:12]1[CH2:17][CH2:16][CH2:15][N:14](C(OC(C)(C)C)=O)[CH2:13]1)[C:2]1[CH:7]=[CH:6][CH:5]=[CH:4][CH:3]=1.C(O)(C(F)(F)F)=O. The catalyst is C(Cl)Cl.O. The product is [CH2:1]([O:8][CH2:9][CH2:10][CH2:11][C@@H:12]1[CH2:17][CH2:16][CH2:15][NH:14][CH2:13]1)[C:2]1[CH:7]=[CH:6][CH:5]=[CH:4][CH:3]=1. The yield is 0.970. (2) The reactants are FC(F)(F)C(O)=O.[Cl:8][C:9]1[CH:10]=[C:11]([CH:15]2[C:19]([C:22]3[CH:27]=[CH:26][C:25]([Cl:28])=[CH:24][CH:23]=3)([C:20]#[N:21])[CH:18]([CH2:29][C:30]([CH3:33])([CH3:32])[CH3:31])[NH:17][CH:16]2[C:34](O)=[O:35])[CH:12]=[CH:13][CH:14]=1.[C:37]([NH:44][CH2:45][CH2:46][CH2:47][NH2:48])([O:39][C:40]([CH3:43])([CH3:42])[CH3:41])=[O:38].CN(C(ON1N=NC2C=CC=NC1=2)=[N+](C)C)C.F[P-](F)(F)(F)(F)F.CCN(C(C)C)C(C)C. The catalyst is C(Cl)Cl. The product is [C:40]([O:39][C:37](=[O:38])[NH:44][CH2:45][CH2:46][CH2:47][NH:48][C:34]([C@H:16]1[C@H:15]([C:11]2[CH:12]=[CH:13][CH:14]=[C:9]([Cl:8])[CH:10]=2)[C@:19]([C:22]2[CH:27]=[CH:26][C:25]([Cl:28])=[CH:24][CH:23]=2)([C:20]#[N:21])[C@H:18]([CH2:29][C:30]([CH3:31])([CH3:33])[CH3:32])[NH:17]1)=[O:35])([CH3:43])([CH3:41])[CH3:42]. The yield is 0.870. (3) The reactants are [NH2:1]/[CH:2]=[N:3]/[C:4]1[C:9]([C:10]#[N:11])=[C:8]([CH:12]2[CH2:17][CH2:16][CH2:15][N:14]([C:18]([O:20][C:21]([CH3:24])([CH3:23])[CH3:22])=[O:19])[CH2:13]2)[CH:7]=[C:6]([C:25]2[C:30]([O:31][CH2:32][C:33]3[CH:38]=[CH:37][C:36]([O:39][CH3:40])=[CH:35][CH:34]=3)=[CH:29][CH:28]=[CH:27][C:26]=2[O:41][CH2:42][CH:43]2[CH2:45][CH2:44]2)[N:5]=1.FC(F)(F)C(O)=O. The catalyst is CO.C1(C)C=CC=CC=1. The product is [NH2:11][C:10]1[C:9]2[C:8]([CH:12]3[CH2:17][CH2:16][CH2:15][N:14]([C:18]([O:20][C:21]([CH3:24])([CH3:23])[CH3:22])=[O:19])[CH2:13]3)=[CH:7][C:6]([C:25]3[C:30]([O:31][CH2:32][C:33]4[CH:34]=[CH:35][C:36]([O:39][CH3:40])=[CH:37][CH:38]=4)=[CH:29][CH:28]=[CH:27][C:26]=3[O:41][CH2:42][CH:43]3[CH2:44][CH2:45]3)=[N:5][C:4]=2[N:3]=[CH:2][N:1]=1. The yield is 0.150. (4) The reactants are [CH2:1]1[CH:5]2[CH2:6][C:7](=O)[CH:3]([CH2:4]2)[CH2:2]1.[CH3:9][O-].[Na+].CO.[CH:14]1[CH2:18][CH:17]=[CH:16][CH:15]=1. The product is [C:3]12([C:15]3[C:14](=[CH2:9])[CH:18]=[CH:17][CH:16]=3)[CH2:4][CH:5]([CH2:6][CH2:7]1)[CH2:1][CH2:2]2. The catalyst is C(OCC)C.O. The yield is 1.00. (5) The reactants are [C:1]([C:3]1[S:4][C:5]2[C:11]([C:12]#[N:13])=[C:10](/[N:14]=[CH:15]/[N:16](C)C)[CH:9]=[CH:8][C:6]=2[N:7]=1)#[N:2].[O:19]1[C:23]2[CH:24]=[CH:25][C:26](N)=[CH:27][C:22]=2[CH2:21][CH2:20]1.[K+].[Br-]. The catalyst is CCOC(C)=O. The product is [O:19]1[C:23]2[CH:24]=[CH:25][C:26]([NH:13][C:12]3[C:11]4[C:10](=[CH:9][CH:8]=[C:6]5[N:7]=[C:3]([C:1]#[N:2])[S:4][C:5]5=4)[N:14]=[CH:15][N:16]=3)=[CH:27][C:22]=2[CH2:21][CH2:20]1. The yield is 0.950. (6) The reactants are [C:1]([O:5][C:6](=[O:38])[NH:7][C:8]1[C:16]2[C:11](=[CH:12][CH:13]=[CH:14][CH:15]=2)[C:10]([C:31]2[CH:36]=[CH:35][CH:34]=[C:33]([Br:37])[CH:32]=2)([C:17]2[CH:22]=[CH:21][C:20]([O:23][Si](C(C)(C)C)(C)C)=[CH:19][CH:18]=2)[N:9]=1)([CH3:4])([CH3:3])[CH3:2].[F-].C([N+](CCCC)(CCCC)CCCC)CCC. The catalyst is O1CCCC1. The product is [C:1]([O:5][C:6](=[O:38])[NH:7][C:8]1[C:16]2[C:11](=[CH:12][CH:13]=[CH:14][CH:15]=2)[C:10]([C:31]2[CH:36]=[CH:35][CH:34]=[C:33]([Br:37])[CH:32]=2)([C:17]2[CH:22]=[CH:21][C:20]([OH:23])=[CH:19][CH:18]=2)[N:9]=1)([CH3:4])([CH3:2])[CH3:3]. The yield is 1.00. (7) The reactants are [CH3:1][N:2]1[C:6]([C:7]([O:9]CC)=[O:8])=[CH:5][N:4]=[N:3]1.[OH-].[Na+]. The catalyst is CO. The product is [CH3:1][N:2]1[C:6]([C:7]([OH:9])=[O:8])=[CH:5][N:4]=[N:3]1. The yield is 0.160. (8) The reactants are C1C(=O)N([Br:8])C(=O)C1.[C:9]([O:13][C:14](=[O:29])[NH:15][C:16]1[C:20]([NH:21][C:22]([O:24][C:25]([CH3:28])([CH3:27])[CH3:26])=[O:23])=[CH:19][S:18][CH:17]=1)([CH3:12])([CH3:11])[CH3:10]. The catalyst is C(Cl)(Cl)(Cl)Cl. The product is [C:9]([O:13][C:14](=[O:29])[NH:15][C:16]1[C:20]([NH:21][C:22]([O:24][C:25]([CH3:28])([CH3:27])[CH3:26])=[O:23])=[CH:19][S:18][C:17]=1[Br:8])([CH3:12])([CH3:11])[CH3:10]. The yield is 0.710.